Task: Regression/Classification. Given a drug SMILES string, predict its toxicity properties. Task type varies by dataset: regression for continuous values (e.g., LD50, hERG inhibition percentage) or binary classification for toxic/non-toxic outcomes (e.g., AMES mutagenicity, cardiotoxicity, hepatotoxicity). Dataset: herg_karim.. Dataset: hERG potassium channel inhibition data for cardiac toxicity prediction from Karim et al. The molecule is Cc1cc(O)ccc1C1CCC(NC(=O)CCc2ccccc2)CC1. The result is 0 (non-blocker).